This data is from CYP1A2 inhibition data for predicting drug metabolism from PubChem BioAssay. The task is: Regression/Classification. Given a drug SMILES string, predict its absorption, distribution, metabolism, or excretion properties. Task type varies by dataset: regression for continuous measurements (e.g., permeability, clearance, half-life) or binary classification for categorical outcomes (e.g., BBB penetration, CYP inhibition). Dataset: cyp1a2_veith. The molecule is CC(=O)OC[C@@H]1O[C@@H](O/N=C2/C[C@@H](O)[C@@H](O)[C@H]3[C@@H]2CC[C@H]2C(=O)N(c4ccc(F)cc4F)C(=O)[C@H]32)[C@H](OC(C)=O)[C@H](OC(C)=O)[C@@H]1OC(C)=O. The result is 0 (non-inhibitor).